Regression. Given a peptide amino acid sequence and an MHC pseudo amino acid sequence, predict their binding affinity value. This is MHC class II binding data. From a dataset of Peptide-MHC class II binding affinity with 134,281 pairs from IEDB. (1) The peptide sequence is PSSGCYIHFFREPTD. The MHC is DRB1_0404 with pseudo-sequence DRB1_0404. The binding affinity (normalized) is 0.390. (2) The peptide sequence is SDFYGLISERFINYC. The MHC is DRB1_0301 with pseudo-sequence DRB1_0301. The binding affinity (normalized) is 0.561. (3) The peptide sequence is GIAIAMACIVGLMWL. The MHC is DRB1_0101 with pseudo-sequence DRB1_0101. The binding affinity (normalized) is 0.541. (4) The peptide sequence is DSVTPMILKAQKGGNL. The MHC is HLA-DQA10301-DQB10302 with pseudo-sequence HLA-DQA10301-DQB10302. The binding affinity (normalized) is 0.